From a dataset of NCI-60 drug combinations with 297,098 pairs across 59 cell lines. Regression. Given two drug SMILES strings and cell line genomic features, predict the synergy score measuring deviation from expected non-interaction effect. (1) Drug 1: CC(C1=C(C=CC(=C1Cl)F)Cl)OC2=C(N=CC(=C2)C3=CN(N=C3)C4CCNCC4)N. Drug 2: C1=NC2=C(N=C(N=C2N1C3C(C(C(O3)CO)O)O)F)N. Cell line: HCT-15. Synergy scores: CSS=5.54, Synergy_ZIP=-0.674, Synergy_Bliss=2.79, Synergy_Loewe=0.206, Synergy_HSA=1.62. (2) Drug 1: C1CN(CCN1C(=O)CCBr)C(=O)CCBr. Drug 2: CCC1(C2=C(COC1=O)C(=O)N3CC4=CC5=C(C=CC(=C5CN(C)C)O)N=C4C3=C2)O.Cl. Cell line: MDA-MB-231. Synergy scores: CSS=18.4, Synergy_ZIP=-8.61, Synergy_Bliss=-4.90, Synergy_Loewe=0.624, Synergy_HSA=1.27.